Task: Regression. Given a peptide amino acid sequence and an MHC pseudo amino acid sequence, predict their binding affinity value. This is MHC class II binding data.. Dataset: Peptide-MHC class II binding affinity with 134,281 pairs from IEDB (1) The peptide sequence is TSLYVRASGRVTVST. The MHC is DRB5_0101 with pseudo-sequence DRB5_0101. The binding affinity (normalized) is 0.562. (2) The MHC is DRB1_1302 with pseudo-sequence DRB1_1302. The binding affinity (normalized) is 0.607. The peptide sequence is GIFLSVAAGNEAENA. (3) The peptide sequence is QPNLKALREKVLGLP. The MHC is HLA-DQA10401-DQB10402 with pseudo-sequence HLA-DQA10401-DQB10402. The binding affinity (normalized) is 0.178.